From a dataset of Forward reaction prediction with 1.9M reactions from USPTO patents (1976-2016). Predict the product of the given reaction. Given the reactants C(N(C(C)C)CC)(C)C.[F:10][C:11]1[CH:16]=[CH:15][C:14]([C:17]2[C:22]([CH2:23][OH:24])=[C:21]([CH:25]([CH3:27])[CH3:26])[N:20]=[C:19]([N:28]([CH3:33])[S:29]([CH3:32])(=[O:31])=[O:30])[N:18]=2)=[CH:13][CH:12]=1.CC1C=CN=C(N)C=1C.[P:43](Cl)([O:52][C:53]1[CH:58]=[CH:57][CH:56]=[CH:55][CH:54]=1)([O:45][C:46]1[CH:51]=[CH:50][CH:49]=[CH:48][CH:47]=1)=[O:44], predict the reaction product. The product is: [P:43]([O:45][C:46]1[CH:47]=[CH:48][CH:49]=[CH:50][CH:51]=1)([O:52][C:53]1[CH:54]=[CH:55][CH:56]=[CH:57][CH:58]=1)([O:24][CH2:23][C:22]1[C:17]([C:14]2[CH:15]=[CH:16][C:11]([F:10])=[CH:12][CH:13]=2)=[N:18][C:19]([N:28]([CH3:33])[S:29]([CH3:32])(=[O:31])=[O:30])=[N:20][C:21]=1[CH:25]([CH3:27])[CH3:26])=[O:44].